Dataset: Forward reaction prediction with 1.9M reactions from USPTO patents (1976-2016). Task: Predict the product of the given reaction. (1) Given the reactants [NH:1]1[CH2:6][CH2:5][O:4][CH2:3][CH2:2]1.Cl[C:8]1[C:9](=[O:21])[N:10]([C:14]2[CH:19]=[CH:18][C:17]([I:20])=[CH:16][CH:15]=2)[CH2:11][CH2:12][CH:13]=1.C1(C)C=CC=CC=1, predict the reaction product. The product is: [I:20][C:17]1[CH:18]=[CH:19][C:14]([N:10]2[CH2:11][CH2:12][CH:13]=[C:8]([N:1]3[CH2:6][CH2:5][O:4][CH2:3][CH2:2]3)[C:9]2=[O:21])=[CH:15][CH:16]=1. (2) Given the reactants Cl[C:2]1[CH:7]=[C:6]([Cl:8])[N:5]=[C:4]([C:9]([F:12])([F:11])[F:10])[N:3]=1.F[B-]([CH2:17][NH:18][C:19](=[O:25])[O:20][C:21]([CH3:24])([CH3:23])[CH3:22])(F)F.[K+].C(=O)([O-])[O-].[Na+].[Na+].O, predict the reaction product. The product is: [Cl:8][C:6]1[N:5]=[C:4]([C:9]([F:12])([F:11])[F:10])[N:3]=[C:2]([CH2:17][NH:18][C:19](=[O:25])[O:20][C:21]([CH3:24])([CH3:23])[CH3:22])[CH:7]=1. (3) Given the reactants [NH:1]1[CH2:6][CH2:5][CH2:4][CH2:3][CH2:2]1.C(=O)([O-])[O-].[K+].[K+].[C:13]([NH:17][C:18]1[CH:23]=[C:22]([F:24])[N:21]=[C:20]([CH2:25]I)[N:19]=1)([CH3:16])([CH3:15])[CH3:14], predict the reaction product. The product is: [C:13]([NH:17][C:18]1[CH:23]=[C:22]([F:24])[N:21]=[C:20]([CH2:25][N:1]2[CH2:6][CH2:5][CH2:4][CH2:3][CH2:2]2)[N:19]=1)([CH3:16])([CH3:15])[CH3:14]. (4) The product is: [F:1][C:2]1[CH:9]=[CH:8][C:5]([CH2:6][NH2:7])=[C:4]([N:10]2[CH2:14][C:13]([CH3:16])([CH3:15])[N:12]([CH3:17])[S:11]2(=[O:19])=[O:18])[CH:3]=1. Given the reactants [F:1][C:2]1[CH:9]=[CH:8][C:5]([C:6]#[N:7])=[C:4]([N:10]2[CH2:14][C:13]([CH3:16])([CH3:15])[N:12]([CH3:17])[S:11]2(=[O:19])=[O:18])[CH:3]=1.Cl, predict the reaction product. (5) Given the reactants [Br:1][C:2]1[CH:3]=[CH:4][C:5]([F:20])=[C:6]([C@:8]([NH:15][C:16](=[O:19])[CH2:17]Cl)([CH3:14])[CH2:9][C:10]([OH:13])([CH3:12])[CH3:11])[CH:7]=1.[K], predict the reaction product. The product is: [Br:1][C:2]1[CH:3]=[CH:4][C:5]([F:20])=[C:6]([C@:8]2([CH3:14])[CH2:9][C:10]([CH3:12])([CH3:11])[O:13][CH2:17][C:16](=[O:19])[NH:15]2)[CH:7]=1. (6) Given the reactants [CH:1]([C:4]1[CH:9]=[CH:8][CH:7]=[CH:6][C:5]=1[N:10]=[C:11]1[N:16]=[CH:15][C:14]([CH3:18])([CH3:17])[CH2:13][S:12]1)([CH3:3])[CH3:2].[F:19][C:20]([F:29])([F:28])[C:21]1[CH:22]=[CH:23][C:24](Cl)=[N:25][CH:26]=1.[H-].[Na+].O, predict the reaction product. The product is: [CH:1]([C:4]1[CH:9]=[CH:8][CH:7]=[CH:6][C:5]=1[N:10]=[C:11]1[N:16]([C:24]2[CH:23]=[CH:22][C:21]([C:20]([F:29])([F:28])[F:19])=[CH:26][N:25]=2)[CH2:15][C:14]([CH3:18])([CH3:17])[CH2:13][S:12]1)([CH3:3])[CH3:2]. (7) Given the reactants [CH2:1]([O:3][C:4](=[O:19])[C:5]([CH3:18])([CH3:17])[CH2:6][N:7]1[C:15]2[CH:14]=[C:13](Cl)[N:12]=[CH:11][C:10]=2[CH:9]=[CH:8]1)[CH3:2].[CH3:20][O:21][CH:22]1[CH2:27][CH2:26][N:25]([C:28]2[N:33]=[C:32]([NH2:34])[CH:31]=[CH:30][N:29]=2)[CH2:24][CH2:23]1, predict the reaction product. The product is: [CH2:1]([O:3][C:4](=[O:19])[C:5]([CH3:18])([CH3:17])[CH2:6][N:7]1[C:15]2[CH:14]=[C:13]([NH:34][C:32]3[CH:31]=[CH:30][N:29]=[C:28]([N:25]4[CH2:24][CH2:23][CH:22]([O:21][CH3:20])[CH2:27][CH2:26]4)[N:33]=3)[N:12]=[CH:11][C:10]=2[CH:9]=[CH:8]1)[CH3:2]. (8) The product is: [Cl:19][C:14]1[CH:13]=[C:12]([NH:11][C:10](=[NH:20])[NH:9][C:4]2[N:3]=[C:2]([NH:21][C@@H:22]3[CH2:27][CH2:26][CH2:25][N:24]([C:28]([O:30][C:31]([CH3:34])([CH3:33])[CH3:32])=[O:29])[CH2:23]3)[CH:7]=[C:6]([CH3:8])[N:5]=2)[CH:17]=[CH:16][C:15]=1[Cl:18]. Given the reactants Cl[C:2]1[CH:7]=[C:6]([CH3:8])[N:5]=[C:4]([NH:9][C:10](=[NH:20])[NH:11][C:12]2[CH:17]=[CH:16][C:15]([Cl:18])=[C:14]([Cl:19])[CH:13]=2)[N:3]=1.[NH2:21][C@@H:22]1[CH2:27][CH2:26][CH2:25][N:24]([C:28]([O:30][C:31]([CH3:34])([CH3:33])[CH3:32])=[O:29])[CH2:23]1.C(N(C(C)C)CC)(C)C.O, predict the reaction product. (9) Given the reactants Br[C:2]1[N:7]=[C:6]([N:8]2[CH2:13][CH2:12][CH:11]([CH3:14])[CH2:10][CH2:9]2)[C:5]([N+:15]([O-:17])=[O:16])=[CH:4][CH:3]=1.[CH2:18]([O:25][C:26]([N:28]1[CH2:33][CH2:32][NH:31][C:30](=[O:34])[CH2:29]1)=[O:27])[C:19]1[CH:24]=[CH:23][CH:22]=[CH:21][CH:20]=1.[O-]P([O-])([O-])=O.[K+].[K+].[K+].CNCCNC, predict the reaction product. The product is: [CH2:18]([O:25][C:26]([N:28]1[CH2:33][CH2:32][N:31]([C:2]2[N:7]=[C:6]([N:8]3[CH2:13][CH2:12][CH:11]([CH3:14])[CH2:10][CH2:9]3)[C:5]([N+:15]([O-:17])=[O:16])=[CH:4][CH:3]=2)[C:30](=[O:34])[CH2:29]1)=[O:27])[C:19]1[CH:20]=[CH:21][CH:22]=[CH:23][CH:24]=1.